This data is from Forward reaction prediction with 1.9M reactions from USPTO patents (1976-2016). The task is: Predict the product of the given reaction. Given the reactants [H-].[Na+].Cl.[NH2:4][C:5]([NH2:7])=[NH:6].[C:8]([O:12][C:13](=[O:31])[CH2:14][NH:15][S:16]([C:19]1[CH:28]=[C:27]2[C:22]([C:23]([Cl:30])=[CH:24][N:25]=[C:26]2[Cl:29])=[CH:21][CH:20]=1)(=[O:18])=[O:17])([CH3:11])([CH3:10])[CH3:9], predict the reaction product. The product is: [ClH:29].[C:8]([O:12][C:13](=[O:31])[CH2:14][NH:15][S:16]([C:19]1[CH:28]=[C:27]2[C:22]([C:23]([Cl:30])=[CH:24][N:25]=[C:26]2[NH:6][C:5]([NH2:7])=[NH:4])=[CH:21][CH:20]=1)(=[O:17])=[O:18])([CH3:11])([CH3:9])[CH3:10].